From a dataset of Full USPTO retrosynthesis dataset with 1.9M reactions from patents (1976-2016). Predict the reactants needed to synthesize the given product. (1) Given the product [C:1]([O:5][C:6](=[O:19])[NH:7][C:8]12[CH2:17][CH:12]3[CH2:13][CH:14]([CH2:16][CH:10]([CH2:11]3)[C:9]1([OH:18])[CH3:21])[CH2:15]2)([CH3:4])([CH3:2])[CH3:3], predict the reactants needed to synthesize it. The reactants are: [C:1]([O:5][C:6](=[O:19])[NH:7][C:8]12[CH2:17][CH:12]3[CH2:13][CH:14]([CH2:16][CH:10]([CH2:11]3)[C:9]1=[O:18])[CH2:15]2)([CH3:4])([CH3:3])[CH3:2].[Li][CH3:21]. (2) Given the product [CH:14]([N:4]([CH:1]([CH3:2])[CH3:3])[C:5](=[O:13])[CH:6]([C:7]1[CH:8]=[N:9][CH:10]=[CH:11][CH:12]=1)[CH:27]([C:28]1[CH:33]=[CH:32][CH:31]=[CH:30][CH:29]=1)[CH2:26][C:25]([O:35][CH3:36])=[O:34])([CH3:16])[CH3:15], predict the reactants needed to synthesize it. The reactants are: [CH:1]([N:4]([CH:14]([CH3:16])[CH3:15])[C:5](=[O:13])[CH2:6][C:7]1[CH:8]=[N:9][CH:10]=[CH:11][CH:12]=1)([CH3:3])[CH3:2].[Li+].CC([N-]C(C)C)C.[C:25]([O:35][CH3:36])(=[O:34])[CH:26]=[CH:27][C:28]1[CH:33]=[CH:32][CH:31]=[CH:30][CH:29]=1. (3) The reactants are: C[O:2][C:3]([C:5]1[CH:14]=[CH:13][C:12]2[C:7](=[CH:8][CH:9]=[C:10]([CH:15]3[CH2:17][CH2:16]3)[CH:11]=2)[CH:6]=1)=[O:4].[OH-].[Li+].Cl. Given the product [CH:15]1([C:10]2[CH:11]=[C:12]3[C:7](=[CH:8][CH:9]=2)[CH:6]=[C:5]([C:3]([OH:4])=[O:2])[CH:14]=[CH:13]3)[CH2:16][CH2:17]1, predict the reactants needed to synthesize it. (4) Given the product [CH2:16]([C:9]1([C:13]([OH:15])=[O:14])[CH2:12][CH2:11][CH2:10]1)[CH2:17][CH2:18][CH3:19], predict the reactants needed to synthesize it. The reactants are: [Li+].CC([N-]C(C)C)C.[CH:9]1([C:13]([OH:15])=[O:14])[CH2:12][CH2:11][CH2:10]1.[CH2:16](I)[CH2:17][CH2:18][CH3:19].Cl. (5) The reactants are: [CH2:1]([N:8]1[C:16]2[C:11](=[CH:12][CH:13]=[C:14]([N+:17]([O-:19])=[O:18])[CH:15]=2)[C:10]([C:20]([OH:31])([C:27]([F:30])([F:29])[F:28])[CH2:21][NH:22][C:23](=[O:26])[CH2:24][OH:25])=[CH:9]1)[C:2]1[CH:7]=[CH:6][CH:5]=[CH:4][CH:3]=1.Br[C:33]1[CH:42]=[CH:41][C:36]([C:37]([O:39][CH3:40])=[O:38])=[CH:35][CH:34]=1.C(=O)([O-])[O-].[K+].[K+].[Cl-].[NH4+]. Given the product [CH2:1]([N:8]1[C:16]2[C:11](=[CH:12][CH:13]=[C:14]([N+:17]([O-:19])=[O:18])[CH:15]=2)[C:10]([C:20]([OH:31])([C:27]([F:30])([F:29])[F:28])[CH2:21][NH:22][C:23](=[O:26])[CH2:24][O:25][C:33]2[CH:42]=[CH:41][C:36]([C:37]([O:39][CH3:40])=[O:38])=[CH:35][CH:34]=2)=[CH:9]1)[C:2]1[CH:3]=[CH:4][CH:5]=[CH:6][CH:7]=1, predict the reactants needed to synthesize it. (6) Given the product [CH3:9][O:8][CH2:7][N:5]1[N:4]=[N:3][C:2]([NH:1][C:17](=[O:18])[CH:16]([C:10]2[CH:15]=[CH:14][CH:13]=[CH:12][CH:11]=2)[C:20]2[CH:25]=[CH:24][CH:23]=[CH:22][CH:21]=2)=[N:6]1, predict the reactants needed to synthesize it. The reactants are: [NH2:1][C:2]1[N:3]=[N:4][N:5]([CH2:7][O:8][CH3:9])[N:6]=1.[C:10]1([CH:16]([C:20]2[CH:25]=[CH:24][CH:23]=[CH:22][CH:21]=2)[C:17](Cl)=[O:18])[CH:15]=[CH:14][CH:13]=[CH:12][CH:11]=1. (7) Given the product [CH3:20][C:21]1([CH3:28])[O:25][C@H:24]([CH2:26][O:27][C:34]2[CH:33]=[C:32]([F:37])[C:31]([C:38]3[N:43]=[C:42]([C:44]([NH:46][C:47]4[CH:48]=[N:49][CH:50]=[CH:51][C:52]=4[C@@H:53]4[CH2:58][C@H:57]([CH3:59])[CH2:56][C@H:55]([NH:60][C:61](=[O:67])[O:62][C:63]([CH3:64])([CH3:66])[CH3:65])[CH2:54]4)=[O:45])[CH:41]=[CH:40][C:39]=3[F:68])=[C:30]([F:29])[CH:35]=2)[CH2:23][O:22]1, predict the reactants needed to synthesize it. The reactants are: C1(P(C2C=CC=CC=2)C2C=CC=CC=2)C=CC=CC=1.[CH3:20][C:21]1([CH3:28])[O:25][C@H:24]([CH2:26][OH:27])[CH2:23][O:22]1.[F:29][C:30]1[CH:35]=[C:34](O)[CH:33]=[C:32]([F:37])[C:31]=1[C:38]1[N:43]=[C:42]([C:44]([NH:46][C:47]2[CH:48]=[N:49][CH:50]=[CH:51][C:52]=2[C@@H:53]2[CH2:58][C@H:57]([CH3:59])[CH2:56][C@H:55]([NH:60][C:61](=[O:67])[O:62][C:63]([CH3:66])([CH3:65])[CH3:64])[CH2:54]2)=[O:45])[CH:41]=[CH:40][C:39]=1[F:68].CC(OC(/N=N/C(OC(C)C)=O)=O)C. (8) Given the product [N:27]1[CH:32]=[CH:31][CH:30]=[C:29]([C:12]2[N:11]=[C:10]3[C:16]4([C:4]5[CH:3]=[C:2]([C:9]6[CH:10]=[N:11][CH:12]=[CH:22][CH:23]=6)[CH:7]=[CH:6][C:5]=5[O:8][C:9]3=[CH:14][CH:13]=2)[CH2:20][O:19][C:18]([NH2:21])=[N:17]4)[CH:28]=1, predict the reactants needed to synthesize it. The reactants are: Br[C:2]1[CH:7]=[CH:6][C:5]2[O:8][C:9]3[C:10]([C:16]4([CH2:20][O:19][C:18]([NH2:21])=[N:17]4)[C:4]=2[CH:3]=1)=[N:11][C:12](Cl)=[CH:13][CH:14]=3.[C:22]([O-])(=O)[CH3:23].[K+].[N:27]1[CH:32]=[CH:31][CH:30]=[C:29](B(O)O)[CH:28]=1.